This data is from Catalyst prediction with 721,799 reactions and 888 catalyst types from USPTO. The task is: Predict which catalyst facilitates the given reaction. (1) Reactant: [Cl:1][C:2]1[CH:7]=[C:6](Cl)[CH:5]=[C:4]([Cl:9])[N:3]=1.[CH3:10][NH2:11]. Product: [Cl:1][C:2]1[CH:7]=[C:6]([NH:11][CH3:10])[CH:5]=[C:4]([Cl:9])[N:3]=1. The catalyst class is: 8. (2) Reactant: [NH2:1][C:2]1[N:9]=[CH:8][CH:7]=[CH:6][C:3]=1[CH:4]=O.[CH3:10][C:11]([CH3:13])=O.N1CCC[C@H]1C(O)=O. Product: [CH3:13][C:11]1[CH:10]=[CH:4][C:3]2[C:2](=[N:9][CH:8]=[CH:7][CH:6]=2)[N:1]=1. The catalyst class is: 8. (3) Reactant: [CH2:1]([N+:3]1[CH2:12][CH2:11][C:10]2[C:5](=[CH:6][C:7]([O:15][CH3:16])=[C:8]([NH:13][CH3:14])[CH:9]=2)[C:4]=1[CH2:17][CH2:18][CH2:19][CH2:20][CH2:21][CH2:22][CH2:23][CH2:24][CH2:25][CH2:26][CH3:27])[CH3:2].[C:28]([C:32]1[CH:37]=CC(C[Br:39])=[CH:34][CH:33]=1)([CH3:31])([CH3:30])[CH3:29]. Product: [Br-:39].[C:28]([C:32]1[CH:33]=[CH:34][C:1]([N+:3]2[CH2:12][CH2:11][C:10]3[C:5](=[CH:6][C:7]([O:15][CH3:16])=[C:8]([NH:13][CH3:14])[CH:9]=3)[C:4]=2[CH2:17][CH2:18][CH2:19][CH2:20][CH2:21][CH2:22][CH2:23][CH2:24][CH2:25][CH2:26][CH3:27])=[CH:2][CH:37]=1)([CH3:31])([CH3:30])[CH3:29]. The catalyst class is: 10. (4) Reactant: [ClH:1].C(OC([N:9]1[CH2:14][CH2:13][N:12]([C:15]2[N:19]=[C:18]([CH3:20])[O:17][N:16]=2)[CH2:11][CH2:10]1)=O)(C)(C)C. Product: [ClH:1].[CH3:20][C:18]1[O:17][N:16]=[C:15]([N:12]2[CH2:13][CH2:14][NH:9][CH2:10][CH2:11]2)[N:19]=1. The catalyst class is: 472. (5) Reactant: [OH:1][C:2]1[CH:3]=[C:4]([CH:7]=[CH:8][C:9]=1[O:10][CH3:11])[CH:5]=[O:6].Cl[CH2:13][CH2:14][O:15][CH3:16].C([O-])([O-])=O.[K+].[K+].[I-].[K+]. Product: [CH3:11][O:10][C:9]1[CH:8]=[CH:7][C:4]([CH:5]=[O:6])=[CH:3][C:2]=1[O:1][CH2:13][CH2:14][O:15][CH3:16]. The catalyst class is: 31. (6) Reactant: [CH:1]1([C@H:5]([NH:13][C:14]([C:16]2[C:21]([CH3:22])=[CH:20][C:19](=[O:23])[N:18]([C:24]3[CH:29]=[CH:28][CH:27]=[CH:26][CH:25]=3)[C:17]=2[CH3:30])=[O:15])[C:6]2[CH:11]=[CH:10][CH:9]=[C:8]([F:12])[CH:7]=2)[CH2:4][CH2:3][CH2:2]1.[B-](F)(F)(F)[F:32].[B-](F)(F)(F)F.C1[N+]2(CCl)CC[N+](F)(CC2)C1. Product: [CH:1]1([C@H:5]([NH:13][C:14]([C:16]2[C:21]([CH3:22])=[C:20]([F:32])[C:19](=[O:23])[N:18]([C:24]3[CH:25]=[CH:26][CH:27]=[CH:28][CH:29]=3)[C:17]=2[CH3:30])=[O:15])[C:6]2[CH:11]=[CH:10][CH:9]=[C:8]([F:12])[CH:7]=2)[CH2:4][CH2:3][CH2:2]1. The catalyst class is: 10. (7) Reactant: [F:1][C:2]1[CH:7]=[CH:6][C:5]([F:8])=[CH:4][C:3]=1[C@H:9]1[CH2:13][CH2:12][CH2:11][N:10]1[C:14]1[CH:19]=[CH:18][N:17]2[N:20]=[CH:21][C:22]([C:23]3[N:24]=[N:25][N:26]([CH:28]4[CH2:32][CH2:31][N:30](C(OC(C)(C)C)=O)[CH2:29]4)[CH:27]=3)=[C:16]2[N:15]=1.C(O)(C(F)(F)F)=O. Product: [F:1][C:2]1[CH:7]=[CH:6][C:5]([F:8])=[CH:4][C:3]=1[C@H:9]1[CH2:13][CH2:12][CH2:11][N:10]1[C:14]1[CH:19]=[CH:18][N:17]2[N:20]=[CH:21][C:22]([C:23]3[N:24]=[N:25][N:26]([CH:28]4[CH2:32][CH2:31][NH:30][CH2:29]4)[CH:27]=3)=[C:16]2[N:15]=1. The catalyst class is: 2.